Regression/Classification. Given a drug SMILES string, predict its absorption, distribution, metabolism, or excretion properties. Task type varies by dataset: regression for continuous measurements (e.g., permeability, clearance, half-life) or binary classification for categorical outcomes (e.g., BBB penetration, CYP inhibition). Dataset: cyp2c19_veith. From a dataset of CYP2C19 inhibition data for predicting drug metabolism from PubChem BioAssay. (1) The compound is Cc1ccc2c(c1)N(CCC(=O)NCc1ccc3c(c1)OCO3)C(=O)CO2. The result is 1 (inhibitor). (2) The molecule is COC(=O)C1CC1C(NC(=O)[C@H]1CCCCN1)c1ccccc1. The result is 0 (non-inhibitor). (3) The drug is CCCCCn1c(SCc2ccncc2)nc2cc(C(=O)NCc3ccco3)ccc2c1=O. The result is 1 (inhibitor). (4) The molecule is COC(=O)C/C=C1\c2ccccc2[C@H](OC)[C@H]1C. The result is 0 (non-inhibitor). (5) The molecule is N#Cc1cccc(-c2cc(-n3ccnc3)ncn2)c1. The result is 1 (inhibitor).